Dataset: Reaction yield outcomes from USPTO patents with 853,638 reactions. Task: Predict the reaction yield, written as a fraction of the theoretical maximum amount of product (1.0 means a 100% yield; for example, 0.34 means a 34% yield). (1) The reactants are [OH-].[Na+].C[O:4][C:5](=[O:40])[C:6]1[CH:11]=[CH:10][C:9]([C:12]([NH:14][C:15]2[CH:20]=[CH:19][CH:18]=[C:17]([C:21]3[C:30]4[C:25](=[CH:26][C:27]([O:36][CH3:37])=[C:28]5[O:33][C:32]([CH3:35])([CH3:34])[CH2:31][C:29]5=4)[CH2:24][C:23]([CH3:39])([CH3:38])[N:22]=3)[CH:16]=2)=[O:13])=[CH:8][CH:7]=1.[ClH:41]. The catalyst is CO.[Cl-].[Na+].O. The product is [ClH:41].[CH3:37][O:36][C:27]1[CH:26]=[C:25]2[C:30](=[C:29]3[CH2:31][C:32]([CH3:35])([CH3:34])[O:33][C:28]=13)[C:21]([C:17]1[CH:16]=[C:15]([NH:14][C:12]([C:9]3[CH:8]=[CH:7][C:6]([C:5]([OH:40])=[O:4])=[CH:11][CH:10]=3)=[O:13])[CH:20]=[CH:19][CH:18]=1)=[N:22][C:23]([CH3:39])([CH3:38])[CH2:24]2. The yield is 0.990. (2) The reactants are Br[C:2]1[CH:7]=[CH:6][CH:5]=[CH:4][N:3]=1.[CH2:8]([N:12]1[N:16]=[C:15]2[CH:17]=[C:18]([F:22])[CH:19]=[C:20]([F:21])[C:14]2=[N:13]1)[CH2:9][C:10]#[CH:11]. No catalyst specified. The product is [F:21][C:20]1[C:14]2[C:15](=[N:16][N:12]([CH2:8][CH2:9][C:10]#[C:11][C:2]3[CH:7]=[CH:6][CH:5]=[CH:4][N:3]=3)[N:13]=2)[CH:17]=[C:18]([F:22])[CH:19]=1. The yield is 0.460. (3) The reactants are [Br:1][C:2]1[CH:3]=[C:4]([C:9]2[C:10]([C:14]3[CH:19]=[CH:18][CH:17]=[C:16]([CH3:20])[N:15]=3)=[N:11][NH:12][CH:13]=2)[CH:5]=[CH:6][C:7]=1[F:8].[CH3:21][N:22]([CH3:27])[S:23](Cl)(=[O:25])=[O:24].C(N(CC)CC)C.C(=O)(O)[O-].[Na+]. The catalyst is C(Cl)(Cl)Cl. The product is [Br:1][C:2]1[CH:3]=[C:4]([C:9]2[C:10]([C:14]3[CH:19]=[CH:18][CH:17]=[C:16]([CH3:20])[N:15]=3)=[N:11][N:12]([S:23]([N:22]([CH3:27])[CH3:21])(=[O:25])=[O:24])[CH:13]=2)[CH:5]=[CH:6][C:7]=1[F:8]. The yield is 0.610. (4) The reactants are [NH2:1][CH2:2][CH:3]=[C:4]1[C:12]2[C:7](=[CH:8][CH:9]=[C:10]([NH2:15])[C:11]=2[O:13][CH3:14])[CH2:6][CH2:5]1.C(N(CC)CC)C.[C:23](OC(=O)C)(=[O:25])[CH3:24].C(=O)([O-])O.[Na+]. The catalyst is O1CCCC1. The product is [NH2:15][C:10]1[C:11]([O:13][CH3:14])=[C:12]2[C:7]([CH2:6][CH2:5][C:4]2=[CH:3][CH2:2][NH:1][C:23](=[O:25])[CH3:24])=[CH:8][CH:9]=1. The yield is 0.870. (5) The reactants are [CH3:1][N:2]1[C:10]2[C:5](=[CH:6][C:7]([OH:11])=[CH:8][CH:9]=2)[CH2:4][CH2:3]1.[H-].[Na+].[CH:14]([C:17]1[CH:22]=[CH:21][C:20]([N:23]=[C:24]=[O:25])=[CH:19][CH:18]=1)([CH3:16])[CH3:15]. The catalyst is C(OCC)C. The product is [CH:14]([C:17]1[CH:22]=[CH:21][C:20]([NH:23][C:24](=[O:25])[O:11][C:7]2[CH:6]=[C:5]3[C:10](=[CH:9][CH:8]=2)[N:2]([CH3:1])[CH2:3][CH2:4]3)=[CH:19][CH:18]=1)([CH3:16])[CH3:15]. The yield is 0.140. (6) The reactants are [C:1]([C:3]1[CH:4]=[C:5]([NH:9][C:10](=[O:33])[NH:11][C:12]2[CH:17]=[CH:16][C:15]([S:18]([NH:21][CH2:22][C:23]3[CH:28]=[CH:27][C:26]([S:29](=[O:32])(=[O:31])[NH2:30])=[CH:25][CH:24]=3)(=[O:20])=[O:19])=[CH:14][CH:13]=2)[CH:6]=[CH:7][CH:8]=1)#[N:2].[NH:34]1[CH2:39][CH2:38][CH:37]([C:40]([NH2:42])=[O:41])[CH2:36][CH2:35]1. No catalyst specified. The product is [NH:2]=[C:1]([C:3]1[CH:8]=[CH:7][CH:6]=[C:5]([NH:9][C:10]([NH:11][C:12]2[CH:17]=[CH:16][C:15]([S:18](=[O:20])(=[O:19])[NH:21][CH2:22][C:23]3[CH:28]=[CH:27][C:26]([S:29](=[O:32])(=[O:31])[NH2:30])=[CH:25][CH:24]=3)=[CH:14][CH:13]=2)=[O:33])[CH:4]=1)[N:34]1[CH2:39][CH2:38][CH:37]([C:40]([NH2:42])=[O:41])[CH2:36][CH2:35]1. The yield is 0.400. (7) The reactants are [OH:1][C:2]1[C:11]2[C:6](=[CH:7][CH:8]=[CH:9][CH:10]=2)[N:5]=[CH:4][C:3]=1[C:12]([OH:14])=O.CN(C(ON1N=NC2C=CC=CC1=2)=[N+](C)C)C.F[P-](F)(F)(F)(F)F.CCN(C(C)C)C(C)C.[CH3:48][C:49]1[CH:54]=[CH:53][C:52]([N+:55]([O-])=O)=[CH:51][C:50]=1[NH2:58].O.O.Cl[Sn]Cl.C([O-])(O)=O.[Na+]. The catalyst is C1COCC1. The product is [NH2:55][C:52]1[CH:53]=[CH:54][C:49]([CH3:48])=[C:50]([NH:58][C:12]([C:3]2[C:2](=[O:1])[C:11]3[C:6](=[CH:7][CH:8]=[CH:9][CH:10]=3)[NH:5][CH:4]=2)=[O:14])[CH:51]=1. The yield is 0.0800. (8) The reactants are C[Si](Cl)(C)C.[Na+].[I-].C[O:9][C:10]1[C:11](=[O:37])[C:12]([C:26]2[N:30]([C:31]3[CH:36]=[CH:35][CH:34]=[CH:33][CH:32]=3)[N:29]=[CH:28][CH:27]=2)=[N:13][N:14]([C:16]2[CH:21]=[CH:20][CH:19]=[C:18]([C:22]([F:25])([F:24])[F:23])[CH:17]=2)[CH:15]=1.O. The catalyst is CC#N. The product is [OH:9][C:10]1[C:11](=[O:37])[C:12]([C:26]2[N:30]([C:31]3[CH:32]=[CH:33][CH:34]=[CH:35][CH:36]=3)[N:29]=[CH:28][CH:27]=2)=[N:13][N:14]([C:16]2[CH:21]=[CH:20][CH:19]=[C:18]([C:22]([F:23])([F:25])[F:24])[CH:17]=2)[CH:15]=1. The yield is 0.840. (9) The reactants are FC(F)(F)S(O[C:7]1[CH:16]=[C:15]2[C:10]([CH:11]=[CH:12][CH:13]=[N:14]2)=[CH:9][CH:8]=1)(=O)=O.[CH:19]1(B(O)O)[CH2:21][CH2:20]1.[O-]P([O-])([O-])=O.[K+].[K+].[K+].C1(P(C2CCCCC2)C2CCCCC2)CCCCC1. The catalyst is C1(C)C=CC=CC=1.O.CC([O-])=O.CC([O-])=O.[Pd+2]. The product is [CH:19]1([C:7]2[CH:16]=[C:15]3[C:10]([CH:11]=[CH:12][CH:13]=[N:14]3)=[CH:9][CH:8]=2)[CH2:21][CH2:20]1. The yield is 0.610.